Dataset: Forward reaction prediction with 1.9M reactions from USPTO patents (1976-2016). Task: Predict the product of the given reaction. Given the reactants [CH3:1][O:2][C:3]1[N:8]=[C:7]([C:9]2[N:13]3[CH2:14][CH2:15][CH2:16][C@@:17]([C:28]([OH:31])([CH3:30])[CH3:29])([O:18][C:19]4[CH:24]=[C:23]([F:25])[C:22]([F:26])=[C:21]([F:27])[CH:20]=4)[C:12]3=[N:11][N:10]=2)[CH:6]=[CH:5][C:4]=1[N:32]1[CH:36]=[C:35]([CH3:37])[N:34]=[CH:33]1.[C:38](O)(=[O:47])[C:39]1[C:40](=[CH:42][CH:43]=[C:44]([CH:46]=1)[OH:45])[OH:41].CCCCCCC, predict the reaction product. The product is: [C:38]([O:31][C:28]([C@@:17]1([O:18][C:19]2[CH:24]=[C:23]([F:25])[C:22]([F:26])=[C:21]([F:27])[CH:20]=2)[CH2:16][CH2:15][CH2:14][N:13]2[C:9]([C:7]3[CH:6]=[CH:5][C:4]([N:32]4[CH:36]=[C:35]([CH3:37])[N:34]=[CH:33]4)=[C:3]([O:2][CH3:1])[N:8]=3)=[N:10][N:11]=[C:12]12)([CH3:30])[CH3:29])(=[O:47])[C:39]1[C:40](=[CH:42][CH:43]=[C:44]([CH:46]=1)[OH:45])[OH:41].